From a dataset of Catalyst prediction with 721,799 reactions and 888 catalyst types from USPTO. Predict which catalyst facilitates the given reaction. (1) Reactant: [F:1][C:2]1[CH:7]=[C:6]([F:8])[CH:5]=[CH:4][C:3]=1[N:9]1[C:13]([C:14]2[S:23][C:22]3[C:21]4[N:24]=[C:25]([N:28]5[CH2:33][C@H:32]([CH3:34])[N:31]([C:35](=O)[C:36]([F:39])([F:38])[F:37])[C@H:30]([CH3:41])[CH2:29]5)[CH:26]=[CH:27][C:20]=4[O:19][CH2:18][CH2:17][C:16]=3[CH:15]=2)=[N:12][CH:11]=[N:10]1.B.CSC. Product: [F:1][C:2]1[CH:7]=[C:6]([F:8])[CH:5]=[CH:4][C:3]=1[N:9]1[C:13]([C:14]2[S:23][C:22]3[C:21]4[N:24]=[C:25]([N:28]5[CH2:33][C@H:32]([CH3:34])[N:31]([CH2:35][C:36]([F:37])([F:38])[F:39])[C@H:30]([CH3:41])[CH2:29]5)[CH:26]=[CH:27][C:20]=4[O:19][CH2:18][CH2:17][C:16]=3[CH:15]=2)=[N:12][CH:11]=[N:10]1. The catalyst class is: 7. (2) The catalyst class is: 41. Product: [CH2:1]([O:8][C:9](=[O:29])[NH:10][CH2:11][C@H:12]1[CH2:17][CH2:16][C@H:15]([C:18]2[N:22]3[CH:23]=[CH:24][N:25]=[C:26]([NH2:30])[C:21]3=[C:20]([I:28])[N:19]=2)[CH2:14][CH2:13]1)[C:2]1[CH:7]=[CH:6][CH:5]=[CH:4][CH:3]=1. Reactant: [CH2:1]([O:8][C:9](=[O:29])[NH:10][CH2:11][C@H:12]1[CH2:17][CH2:16][C@H:15]([C:18]2[N:22]3[CH:23]=[CH:24][N:25]=[C:26](Cl)[C:21]3=[C:20]([I:28])[N:19]=2)[CH2:14][CH2:13]1)[C:2]1[CH:7]=[CH:6][CH:5]=[CH:4][CH:3]=1.[NH3:30]. (3) Reactant: [OH-].[K+].C1COCC1.C[O:9][C:10](=[O:28])[C:11]([N:17]([CH3:27])[C:18]([C:20]1[CH:25]=[CH:24][C:23]([I:26])=[CH:22][CH:21]=1)=[O:19])([CH3:16])[C:12]([NH:14][CH3:15])=[O:13].C(O)(=O)CC(CC(O)=O)(C(O)=O)O. Product: [C:10]([C:11]([N:17]([CH3:27])[C:18]([C:20]1[CH:21]=[CH:22][C:23]([I:26])=[CH:24][CH:25]=1)=[O:19])([CH3:16])[C:12]([NH:14][CH3:15])=[O:13])([OH:28])=[O:9]. The catalyst class is: 5. (4) Reactant: [CH:1]1([C:10]([O:12][CH2:13][CH3:14])=[O:11])[NH:6][CH2:5][CH2:4][N:3]2[CH:7]=[CH:8][CH:9]=[C:2]12.[Cl:15][C:16]1[CH:21]=[CH:20][CH:19]=[C:18]([CH3:22])[C:17]=1[S:23](Cl)(=[O:25])=[O:24]. Product: [Cl:15][C:16]1[CH:21]=[CH:20][CH:19]=[C:18]([CH3:22])[C:17]=1[S:23]([N:6]1[CH2:5][CH2:4][N:3]2[CH:7]=[CH:8][CH:9]=[C:2]2[CH:1]1[C:10]([O:12][CH2:13][CH3:14])=[O:11])(=[O:24])=[O:25]. The catalyst class is: 2. (5) Reactant: [CH2:1]([O:3][C:4]1[CH:9]=[CH:8][CH:7]=[CH:6][C:5]=1[C:10](=[O:37])[C:11]#[C:12][C:13]1[N:14]=[C:15]([CH:18]2[CH2:23][CH2:22][N:21]([C:24](=[O:36])[CH2:25][N:26]3[C:30]([CH3:31])=[CH:29][C:28]([C:32]([F:35])([F:34])[F:33])=[N:27]3)[CH2:20][CH2:19]2)[S:16][CH:17]=1)[CH3:2]. Product: [CH2:1]([O:3][C:4]1[CH:9]=[CH:8][CH:7]=[CH:6][C:5]=1[C:10](=[O:37])[CH2:11][CH2:12][C:13]1[N:14]=[C:15]([CH:18]2[CH2:23][CH2:22][N:21]([C:24](=[O:36])[CH2:25][N:26]3[C:30]([CH3:31])=[CH:29][C:28]([C:32]([F:33])([F:35])[F:34])=[N:27]3)[CH2:20][CH2:19]2)[S:16][CH:17]=1)[CH3:2]. The catalyst class is: 19. (6) Reactant: [C:1]([O:5][C:6](=[O:27])[N:7]([CH2:9][C:10]1[CH:14]=[C:13](Br)[N:12]([S:16]([C:19]2[CH:20]=[N:21][C:22]([O:25][CH3:26])=[CH:23][CH:24]=2)(=[O:18])=[O:17])[CH:11]=1)[CH3:8])([CH3:4])([CH3:3])[CH3:2].[F:28][C:29]1[C:34](B(O)O)=[CH:33][CH:32]=[CH:31][N:30]=1.C(=O)([O-])[O-].[Na+].[Na+]. Product: [C:1]([O:5][C:6](=[O:27])[N:7]([CH2:9][C:10]1[CH:14]=[C:13]([C:34]2[C:29]([F:28])=[N:30][CH:31]=[CH:32][CH:33]=2)[N:12]([S:16]([C:19]2[CH:20]=[N:21][C:22]([O:25][CH3:26])=[CH:23][CH:24]=2)(=[O:18])=[O:17])[CH:11]=1)[CH3:8])([CH3:4])([CH3:3])[CH3:2]. The catalyst class is: 73. (7) Reactant: [CH3:1][O:2][C:3]1[CH:4]=[C:5]([NH:15][C:16]2[N:20]=[C:19]([NH2:21])[NH:18][N:17]=2)[CH:6]=[CH:7][C:8]=1[N:9]1[CH:13]=[C:12]([CH3:14])[N:11]=[CH:10]1.[Cl:22][C:23]1[CH:37]=[CH:36][C:26]([C:27](/[C:29](=[CH:32]/N(C)C)/[C:30]#[N:31])=O)=[CH:25][CH:24]=1. Product: [Cl:22][C:23]1[CH:24]=[CH:25][C:26]([C:27]2[N:18]3[N:17]=[C:16]([NH:15][C:5]4[CH:6]=[CH:7][C:8]([N:9]5[CH:13]=[C:12]([CH3:14])[N:11]=[CH:10]5)=[C:3]([O:2][CH3:1])[CH:4]=4)[N:20]=[C:19]3[N:21]=[CH:32][C:29]=2[C:30]#[N:31])=[CH:36][CH:37]=1. The catalyst class is: 15.